Dataset: Peptide-MHC class I binding affinity with 185,985 pairs from IEDB/IMGT. Task: Regression. Given a peptide amino acid sequence and an MHC pseudo amino acid sequence, predict their binding affinity value. This is MHC class I binding data. (1) The peptide sequence is RYSHWTKL. The MHC is HLA-B18:01 with pseudo-sequence HLA-B18:01. The binding affinity (normalized) is 0.0847. (2) The peptide sequence is ITAGYNRYY. The MHC is HLA-B08:01 with pseudo-sequence HLA-B08:01. The binding affinity (normalized) is 0.0847.